From a dataset of Catalyst prediction with 721,799 reactions and 888 catalyst types from USPTO. Predict which catalyst facilitates the given reaction. (1) Reactant: [C:1]([O:5][C:6]([NH:8][CH2:9][CH2:10][N:11]1[CH2:16][CH2:15][N:14]([C:17]2[CH:22]=[CH:21][C:20]([N+:23]([O-])=O)=[CH:19][CH:18]=2)[CH2:13][CH2:12]1)=[O:7])([CH3:4])([CH3:3])[CH3:2]. Product: [NH2:23][C:20]1[CH:19]=[CH:18][C:17]([N:14]2[CH2:15][CH2:16][N:11]([CH2:10][CH2:9][NH:8][C:6]([O:5][C:1]([CH3:4])([CH3:3])[CH3:2])=[O:7])[CH2:12][CH2:13]2)=[CH:22][CH:21]=1. The catalyst class is: 29. (2) Reactant: Br[C:2]1[N:6]2[CH2:7][C:8]3([C:15]4[CH:20]=[CH:19][C:18]([O:21][CH3:22])=[CH:17][CH:16]=4)[NH:14][CH2:13][CH2:12][N:9]3[C:10](=[O:11])[C:5]2=[CH:4][CH:3]=1.[CH2:23](Cl)Cl.CB1OB(C)OB(C)O1.C1COCC1.[F-].[K+]. Product: [CH3:22][O:21][C:18]1[CH:19]=[CH:20][C:15]([C:8]23[NH:14][CH2:13][CH2:12][N:9]2[C:10](=[O:11])[C:5]2[N:6]([C:2]([CH3:23])=[CH:3][CH:4]=2)[CH2:7]3)=[CH:16][CH:17]=1. The catalyst class is: 117. (3) Reactant: [CH2:1]([OH:8])[C:2]([NH2:7])([CH2:5][OH:6])[CH2:3][OH:4].[ClH:9]. Product: [CH2:1]([OH:8])[C:2]([NH2:7])([CH2:5][OH:6])[CH2:3][OH:4].[ClH:9]. The catalyst class is: 6. (4) Reactant: [Br:1][C:2]1[C:3]([CH3:18])=[C:4]([C:8]#[C:9][C:10]2[CH:15]=[CH:14][CH:13]=[CH:12][C:11]=2[CH2:16][OH:17])[CH:5]=[CH:6][CH:7]=1.[F-].C([N+](CCCC)(CCCC)CCCC)CCC. Product: [Br:1][C:2]1[C:3]([CH3:18])=[C:4]([CH:5]=[CH:6][CH:7]=1)[CH:8]=[C:9]1[C:10]2[C:11](=[CH:12][CH:13]=[CH:14][CH:15]=2)[CH2:16][O:17]1. The catalyst class is: 49. (5) Reactant: [CH3:1][O:2][C:3]1[N:8]=[CH:7][C:6]([CH:9]([NH:13][C:14]2[CH:19]=[CH:18][CH:17]=[CH:16][CH:15]=2)[C:10]([OH:12])=[O:11])=[CH:5][CH:4]=1.[N:20]12[CH2:27][CH2:26][CH:23]([CH2:24][CH2:25]1)[C@@H:22](O)[CH2:21]2.C1C=CC2N(O)N=NC=2C=1.C1CCC(N=C=NC2CCCCC2)CC1. Product: [CH3:1][O:2][C:3]1[N:8]=[CH:7][C:6]([CH:9]([NH:13][C:14]2[CH:19]=[CH:18][CH:17]=[CH:16][CH:15]=2)[C:10]([O:12][C@@H:22]2[CH:23]3[CH2:26][CH2:27][N:20]([CH2:25][CH2:24]3)[CH2:21]2)=[O:11])=[CH:5][CH:4]=1. The catalyst class is: 1.